Predict which catalyst facilitates the given reaction. From a dataset of Catalyst prediction with 721,799 reactions and 888 catalyst types from USPTO. (1) Reactant: Br[C:2]1[CH:18]=[C:17]([CH3:19])[C:5]([O:6][Si:7]([CH:14]([CH3:16])[CH3:15])([CH:11]([CH3:13])[CH3:12])[CH:8]([CH3:10])[CH3:9])=[C:4]([Cl:20])[C:3]=1[CH3:21].C(=O)=O.CC(C)=O.[Li]CCCC.C(O[B:38]1[O:42][C:41]([CH3:44])([CH3:43])[C:40]([CH3:46])([CH3:45])[O:39]1)(C)C. Product: [Cl:20][C:4]1[C:3]([CH3:21])=[C:2]([B:38]2[O:42][C:41]([CH3:44])([CH3:43])[C:40]([CH3:46])([CH3:45])[O:39]2)[CH:18]=[C:17]([CH3:19])[C:5]=1[O:6][Si:7]([CH:14]([CH3:16])[CH3:15])([CH:11]([CH3:13])[CH3:12])[CH:8]([CH3:10])[CH3:9]. The catalyst class is: 1. (2) Reactant: C(OC([N:8]1[CH2:13][CH2:12][N:11]([C:14]2[CH:19]=[CH:18][C:17]([NH:20][C:21]3[N:22]=[CH:23][C:24]4[CH:30]=[C:29]([C:31](=[O:38])[C:32]5[CH:37]=[CH:36][CH:35]=[CH:34][CH:33]=5)[C:28](=[O:39])[N:27]([CH:40]5[CH2:44][CH2:43][CH2:42][CH2:41]5)[C:25]=4[N:26]=3)=[CH:16][CH:15]=2)[CH2:10][CH2:9]1)=O)(C)(C)C.[ClH:45]. Product: [C:31]([C:29]1[C:28](=[O:39])[N:27]([CH:40]2[CH2:41][CH2:42][CH2:43][CH2:44]2)[C:25]2[N:26]=[C:21]([NH:20][C:17]3[CH:16]=[CH:15][C:14]([N:11]4[CH2:10][CH2:9][NH:8][CH2:13][CH2:12]4)=[CH:19][CH:18]=3)[N:22]=[CH:23][C:24]=2[CH:30]=1)(=[O:38])[C:32]1[CH:37]=[CH:36][CH:35]=[CH:34][CH:33]=1.[ClH:45]. The catalyst class is: 28. (3) Reactant: [C:1](=O)([O-])O.[K+].IC.[F:8][C:9]1[CH:10]=[C:11]([CH:33]=[CH:34][C:35]=1[F:36])[CH2:12][O:13][CH2:14][CH2:15][CH2:16][CH2:17][CH2:18][CH2:19][CH2:20][C:21]([NH:23][C@@H:24]([CH2:29][N:30]([CH3:32])[CH3:31])[CH2:25][C:26]([OH:28])=[O:27])=[O:22]. Product: [F:8][C:9]1[CH:10]=[C:11]([CH:33]=[CH:34][C:35]=1[F:36])[CH2:12][O:13][CH2:14][CH2:15][CH2:16][CH2:17][CH2:18][CH2:19][CH2:20][C:21]([NH:23][C@@H:24]([CH2:29][N+:30]([CH3:1])([CH3:32])[CH3:31])[CH2:25][C:26]([O-:28])=[O:27])=[O:22]. The catalyst class is: 254.